From a dataset of In vitro SARS-CoV-2 activity screen of 1,480 approved drugs from Prestwick library. Binary Classification. Given a drug SMILES string, predict its activity (active/inactive) in a high-throughput screening assay against a specified biological target. (1) The drug is CN(C)CC/C=C1\c2ccccc2COc2ccccc21.Cl. The result is 0 (inactive). (2) The compound is Cc1nc2ccccn2c(=O)c1CCN1CCC(C(=O)c2ccc(F)cc2)CC1. The result is 0 (inactive). (3) The result is 0 (inactive). The molecule is C=CC1=C(C(=O)O)N2C(=O)[C@@H](NC(=O)/C(=N\OCC(=O)O)c3csc(N)n3)[C@H]2SC1.